This data is from Reaction yield outcomes from USPTO patents with 853,638 reactions. The task is: Predict the reaction yield, written as a fraction of the theoretical maximum amount of product (1.0 means a 100% yield; for example, 0.34 means a 34% yield). (1) The reactants are [CH3:1][C:2]([C:4]1[C:9]([Cl:10])=[C:8]([F:11])[CH:7]=[CH:6][C:5]=1[Cl:12])=[O:3].[H-].[Al+3].[Li+].[H-].[H-].[H-].[OH-].[Na+].[O-]S([O-])(=O)=O.[Mg+2]. The catalyst is C1COCC1.O. The product is [Cl:10][C:9]1[C:8]([F:11])=[CH:7][CH:6]=[C:5]([Cl:12])[C:4]=1[CH:2]([OH:3])[CH3:1]. The yield is 0.950. (2) The reactants are [Cl:1][C:2]1[CH:7]=[CH:6][C:5]([C:8]2[N:9]=[C:10]3[CH:15]=[C:14]([CH3:16])[CH:13]=[CH:12][N:11]3[C:17]=2[CH2:18][C:19]([OH:21])=O)=[CH:4][CH:3]=1.[CH2:22](CCN)[C:23]1[CH:28]=[CH:27][CH:26]=[CH:25][CH:24]=1.[CH3:32][CH2:33][N:34]=C=NCCCN(C)C.Cl. The catalyst is ClCCl. The product is [CH2:22]([N:34]([CH2:33][CH3:32])[C:19](=[O:21])[CH2:18][C:17]1[N:11]2[CH:12]=[CH:13][C:14]([CH3:16])=[CH:15][C:10]2=[N:9][C:8]=1[C:5]1[CH:6]=[CH:7][C:2]([Cl:1])=[CH:3][CH:4]=1)[C:23]1[CH:24]=[CH:25][CH:26]=[CH:27][CH:28]=1. The yield is 0.399. (3) The yield is 0.430. The reactants are Br[C:2]1[C:6]2[N:7]=[C:8]([Cl:11])[N:9]=[CH:10][C:5]=2[S:4][CH:3]=1.C(=O)([O-])[O-].[K+].[K+].[CH3:18][O:19][C:20]1[CH:21]=[C:22]([NH2:30])[CH:23]=[C:24]([O:28][CH3:29])[C:25]=1[O:26][CH3:27].CC(C1C=C(C(C)C)C(C2C=CC=CC=2P(C2CCCCC2)C2CCCCC2)=C(C(C)C)C=1)C. The catalyst is CC(O)CC.C1C=CC(/C=C/C(/C=C/C2C=CC=CC=2)=O)=CC=1.C1C=CC(/C=C/C(/C=C/C2C=CC=CC=2)=O)=CC=1.C1C=CC(/C=C/C(/C=C/C2C=CC=CC=2)=O)=CC=1.[Pd].[Pd]. The product is [Cl:11][C:8]1[N:9]=[CH:10][C:5]2[S:4][CH:3]=[C:2]([NH:30][C:22]3[CH:23]=[C:24]([O:28][CH3:29])[C:25]([O:26][CH3:27])=[C:20]([O:19][CH3:18])[CH:21]=3)[C:6]=2[N:7]=1. (4) The reactants are [CH3:1][C:2]1[C:10]2[C:5](=[CH:6][C:7](/[CH:26]=[CH:27]/[C:28]([O:30][CH2:31][CH3:32])=[O:29])=[CH:8][C:9]=2[C:11]([NH:13][CH2:14][C:15]2[C:16](=[O:25])[NH:17][C:18]([CH3:24])=[CH:19][C:20]=2[CH2:21][CH2:22][CH3:23])=[O:12])[N:4]([CH:33]([CH3:35])[CH3:34])[CH:3]=1. The catalyst is C(O)C. The product is [CH3:1][C:2]1[C:10]2[C:5](=[CH:6][C:7]([CH2:26][CH2:27][C:28]([O:30][CH2:31][CH3:32])=[O:29])=[CH:8][C:9]=2[C:11]([NH:13][CH2:14][C:15]2[C:16](=[O:25])[NH:17][C:18]([CH3:24])=[CH:19][C:20]=2[CH2:21][CH2:22][CH3:23])=[O:12])[N:4]([CH:33]([CH3:35])[CH3:34])[CH:3]=1. The yield is 0.581. (5) The reactants are C1(P([C:14]2[CH:19]=[CH:18][CH:17]=[CH:16][CH:15]=2)C2C=CC=CC=2)C=CC=CC=1.Br[CH2:21][CH2:22][CH2:23]O.N([C:33]([O:35][CH:36]([CH3:38])[CH3:37])=O)=NC(OC(C)C)=O.[Br-].[CH2:40]([NH:48][CH2:49][CH2:50]C1C=CC=CC=1)[CH2:41][C:42]1[CH:47]=[CH:46][CH:45]=[CH:44][CH:43]=1.[Cl:57][C:58]1[C:65]([C:66]([F:69])([F:68])[F:67])=[CH:64][CH:63]=[CH:62][C:59]=1[CH:60]=O.C(O[BH-]([O:79][C:80](=[O:82])[CH3:81])OC(=O)C)(=O)C.[Na+]. The catalyst is C1(C)C=CC=CC=1.CS(C)=O.C(O)(=O)C.CN(C)C=O. The product is [Cl:57][C:58]1[C:65]([C:66]([F:69])([F:68])[F:67])=[CH:64][CH:63]=[CH:62][C:59]=1[CH2:60][N:48]([CH2:40][CH:41]([C:14]1[CH:15]=[CH:16][CH:17]=[CH:18][CH:19]=1)[C:42]1[CH:43]=[CH:44][CH:45]=[CH:46][CH:47]=1)[CH2:49][CH2:50][CH2:33][O:35][C:36]1[CH:37]=[C:21]([CH2:81][C:80]([OH:79])=[O:82])[CH:22]=[CH:23][CH:38]=1. The yield is 0.0500. (6) The reactants are [Cl:1][CH2:2][C:3]([C:5]1[S:9][C:8]([CH2:10][C:11]([OH:13])=[O:12])=[CH:7][CH:6]=1)=[O:4].Cl.[C:15](=O)(O)[O-].[Na+]. The catalyst is CO. The product is [CH3:15][O:12][C:11](=[O:13])[CH2:10][C:8]1[S:9][C:5]([C:3](=[O:4])[CH2:2][Cl:1])=[CH:6][CH:7]=1. The yield is 0.840. (7) The reactants are [Cl:1][C:2]1[CH:11]=[C:10]([C:12](=[O:14])[CH3:13])[C:9]([N:15]2[CH2:20][CH2:19][NH:18][CH2:17][CH2:16]2)=[C:8]2[C:3]=1[CH:4]=[CH:5][CH:6]=[N:7]2.C(=O)([O-])[O-].[K+].[K+].Cl[CH2:28][C:29]([N:31]([CH3:33])[CH3:32])=[O:30]. The catalyst is CN(C)C=O.ClCCl. The product is [C:12]([C:10]1[C:9]([N:15]2[CH2:16][CH2:17][N:18]([CH2:28][C:29]([N:31]([CH3:33])[CH3:32])=[O:30])[CH2:19][CH2:20]2)=[C:8]2[C:3]([CH:4]=[CH:5][CH:6]=[N:7]2)=[C:2]([Cl:1])[CH:11]=1)(=[O:14])[CH3:13]. The yield is 0.490. (8) The reactants are [Cl:1][C:2]1[C:3]2[C:10]([NH:11][C@H:12]([C@@H:27]([OH:29])[CH3:28])[C:13]([NH:15][NH:16][C:17](=O)[C:18]3[CH:23]=[CH:22][C:21]([C:24]#[N:25])=[CH:20][CH:19]=3)=[O:14])=[CH:9][CH:8]=[C:7]([C:30]#[N:31])[C:4]=2[S:5][CH:6]=1.CCN(P1(N(C)CCCN1C)=NC(C)(C)C)CC.CO. The catalyst is C1COCC1. The product is [Cl:1][C:2]1[C:3]2[C:10]([NH:11][C@@H:12]([C:13]3[O:14][C:17]([C:18]4[CH:19]=[CH:20][C:21]([C:24]#[N:25])=[CH:22][CH:23]=4)=[N:16][N:15]=3)[C@@H:27]([OH:29])[CH3:28])=[CH:9][CH:8]=[C:7]([C:30]#[N:31])[C:4]=2[S:5][CH:6]=1. The yield is 0.0900. (9) The reactants are C([O:8][C:9]1[CH:14]=[CH:13][C:12]([CH2:15][CH2:16][CH2:17][CH2:18][CH2:19][S:20]([F:23])(=[O:22])=[O:21])=[CH:11][CH:10]=1)C1C=CC=CC=1.B(F)(F)F.CCOCC. The catalyst is C(S)(S)C. The product is [OH:8][C:9]1[CH:10]=[CH:11][C:12]([CH2:15][CH2:16][CH2:17][CH2:18][CH2:19][S:20]([F:23])(=[O:22])=[O:21])=[CH:13][CH:14]=1. The yield is 0.680. (10) The reactants are [CH3:1][Li].[OH:3][CH:4]1[CH2:9][CH2:8][CH:7]([C:10]([OH:12])=O)[CH2:6][CH2:5]1. The catalyst is C1COCC1. The product is [OH:3][CH:4]1[CH2:5][CH2:6][CH:7]([C:10](=[O:12])[CH3:1])[CH2:8][CH2:9]1. The yield is 0.420.